Dataset: Peptide-MHC class I binding affinity with 185,985 pairs from IEDB/IMGT. Task: Regression. Given a peptide amino acid sequence and an MHC pseudo amino acid sequence, predict their binding affinity value. This is MHC class I binding data. (1) The MHC is HLA-B44:03 with pseudo-sequence HLA-B44:03. The peptide sequence is LERTSKASLER. The binding affinity (normalized) is 0. (2) The binding affinity (normalized) is 0.0847. The peptide sequence is AVYSTFLHR. The MHC is HLA-A26:01 with pseudo-sequence HLA-A26:01. (3) The peptide sequence is RTIILVGYM. The MHC is HLA-A02:06 with pseudo-sequence HLA-A02:06. The binding affinity (normalized) is 0.286. (4) The peptide sequence is KAKQLCYCPA. The MHC is HLA-A68:02 with pseudo-sequence HLA-A68:02. The binding affinity (normalized) is 0.278. (5) The peptide sequence is QLAKRSEIL. The MHC is HLA-A31:01 with pseudo-sequence HLA-A31:01. The binding affinity (normalized) is 0.0847. (6) The peptide sequence is DYKECEWPL. The MHC is HLA-B07:02 with pseudo-sequence HLA-B07:02. The binding affinity (normalized) is 0.0847. (7) The binding affinity (normalized) is 0.797. The MHC is HLA-A02:03 with pseudo-sequence HLA-A02:03. The peptide sequence is YLPEDSDIL.